This data is from Peptide-MHC class II binding affinity with 134,281 pairs from IEDB. The task is: Regression. Given a peptide amino acid sequence and an MHC pseudo amino acid sequence, predict their binding affinity value. This is MHC class II binding data. (1) The peptide sequence is QPWEPLQLHVDKAVS. The MHC is DRB1_0404 with pseudo-sequence DRB1_0404. The binding affinity (normalized) is 0.194. (2) The peptide sequence is LQLIRLAASLQHYGL. The MHC is DRB1_1101 with pseudo-sequence DRB1_1101. The binding affinity (normalized) is 0.824.